From a dataset of NCI-60 drug combinations with 297,098 pairs across 59 cell lines. Regression. Given two drug SMILES strings and cell line genomic features, predict the synergy score measuring deviation from expected non-interaction effect. Drug 1: C1CCC(C1)C(CC#N)N2C=C(C=N2)C3=C4C=CNC4=NC=N3. Drug 2: C1=CC(=CC=C1CCCC(=O)O)N(CCCl)CCCl. Cell line: RPMI-8226. Synergy scores: CSS=54.8, Synergy_ZIP=3.77, Synergy_Bliss=2.41, Synergy_Loewe=-5.25, Synergy_HSA=-0.984.